This data is from Catalyst prediction with 721,799 reactions and 888 catalyst types from USPTO. The task is: Predict which catalyst facilitates the given reaction. (1) Reactant: [F:1][C:2]([F:11])([F:10])[C:3]1[CH:8]=[CH:7][CH:6]=[CH:5][C:4]=1[OH:9].[N+:12]([O-])([OH:14])=[O:13]. Product: [N+:12]([C:5]1[CH:6]=[CH:7][CH:8]=[C:3]([C:2]([F:10])([F:11])[F:1])[C:4]=1[OH:9])([O-:14])=[O:13]. The catalyst class is: 52. (2) Reactant: [Cl:1][C:2]1[CH:16]=[CH:15][C:5]2[N:6]=[C:7]([N:9]3[CH2:14][CH2:13][NH:12][CH2:11][CH2:10]3)[O:8][C:4]=2[CH:3]=1.[N:17]1[CH:22]=[CH:21][CH:20]=[CH:19][C:18]=1[S:23]([NH:26][C:27]1[CH:28]=[C:29]([CH:33]=[CH:34][CH:35]=1)[C:30](O)=[O:31])(=[O:25])=[O:24].CCN(CC)CC.CN(C(ON1N=NC2C=CC=CC1=2)=[N+](C)C)C.[B-](F)(F)(F)F. Product: [Cl:1][C:2]1[CH:16]=[CH:15][C:5]2[N:6]=[C:7]([N:9]3[CH2:14][CH2:13][N:12]([C:30]([C:29]4[CH:28]=[C:27]([NH:26][S:23]([C:18]5[CH:19]=[CH:20][CH:21]=[CH:22][N:17]=5)(=[O:24])=[O:25])[CH:35]=[CH:34][CH:33]=4)=[O:31])[CH2:11][CH2:10]3)[O:8][C:4]=2[CH:3]=1. The catalyst class is: 10. (3) Product: [CH2:24]=[CH:56][CH2:55][N:50]1[C@@H:51]2[CH2:1][C:2]3[CH:3]=[CH:4][C:5]([OH:20])=[C:6]4[O:8][C@H:9]5[C:14]([CH2:15][CH2:16][C@:52]2([OH:54])[C@:10]5([C:11]=34)[CH2:39][CH2:49]1)=[O:19]. The catalyst class is: 6. Reactant: [CH2:1](O)[C@H:2]1O[C@H:6]([O:8][C@@H:9]([C@H:14]([OH:19])[C@@H:15](O)[CH2:16]O)[C@H:10](O)[CH2:11]O)[C@H:5]([OH:20])[C@@H:4](O)[C@@H:3]1O.[C:24](O)(=O)CC(CC(O)=O)(C(O)=O)O.[Na+].[Na+].[CH2:39]([CH2:49][N:50]([CH2:55][C:56]([O-])=O)[CH2:51][C:52]([OH:54])=O)N(CC(O)=O)CC([O-])=O.C(Cl)C(OC(N)=O)CCl.C(OCC(CO)O)(=O)CCCCCCC/C=C\CCCCCCCC. (4) Reactant: C(NC(C)C)(C)C.C([Li])CCC.[CH:13]1([CH2:16][S:17][CH:18]2[CH2:23][CH2:22][CH:21]([C:24]#[N:25])[CH2:20][CH2:19]2)[CH2:15][CH2:14]1.[CH:26]1([CH:29]=[O:30])[CH2:28][CH2:27]1. Product: [CH:26]1([CH:29]([OH:30])[C:21]2([C:24]#[N:25])[CH2:22][CH2:23][CH:18]([S:17][CH2:16][CH:13]3[CH2:14][CH2:15]3)[CH2:19][CH2:20]2)[CH2:28][CH2:27]1. The catalyst class is: 1.